Dataset: Full USPTO retrosynthesis dataset with 1.9M reactions from patents (1976-2016). Task: Predict the reactants needed to synthesize the given product. Given the product [O:1]([C:8]1[CH:13]=[CH:12][C:11]([NH:14][C:15]2[C:24]3[C:19](=[CH:20][C:21]([C:31]4[O:32][C:33]([CH:36]5[O:40][CH2:39][CH2:38][O:37]5)=[CH:34][CH:35]=4)=[CH:22][CH:23]=3)[N:18]=[CH:17][CH:16]=2)=[CH:10][CH:9]=1)[C:2]1[CH:7]=[CH:6][CH:5]=[CH:4][CH:3]=1, predict the reactants needed to synthesize it. The reactants are: [O:1]([C:8]1[CH:13]=[CH:12][C:11]([NH:14][C:15]2[C:24]3[C:19](=[CH:20][C:21](I)=[CH:22][CH:23]=3)[N:18]=[CH:17][CH:16]=2)=[CH:10][CH:9]=1)[C:2]1[CH:7]=[CH:6][CH:5]=[CH:4][CH:3]=1.C([Sn](CCCC)(CCCC)[C:31]1[O:32][C:33]([CH:36]2[O:40][CH2:39][CH2:38][O:37]2)=[CH:34][CH:35]=1)CCC.